Dataset: Catalyst prediction with 721,799 reactions and 888 catalyst types from USPTO. Task: Predict which catalyst facilitates the given reaction. Reactant: [O:1]1[CH:5]=[CH:4][CH:3]=[C:2]1[C:6]1[CH:13]=[CH:12][C:9]([C:10]#[N:11])=[CH:8][N:7]=1.[Br:14]N1C(=O)CCC1=O.O. Product: [Br:14][C:5]1[O:1][C:2]([C:6]2[CH:13]=[CH:12][C:9]([C:10]#[N:11])=[CH:8][N:7]=2)=[CH:3][CH:4]=1. The catalyst class is: 3.